From a dataset of Full USPTO retrosynthesis dataset with 1.9M reactions from patents (1976-2016). Predict the reactants needed to synthesize the given product. (1) Given the product [Cl:19][C:16]1[CH:15]=[CH:14][C:13]([N:9]2[C@@H:8]([C:20]3[CH:25]=[CH:24][CH:23]=[C:22]([O:26][CH3:27])[CH:21]=3)[C@H:7]([CH2:6][N:29]3[N:30]=[N:31][C:32]([C:33]([O:35][CH2:36][CH3:37])=[O:34])=[N:28]3)[O:11][C:10]2=[O:12])=[CH:18][CH:17]=1, predict the reactants needed to synthesize it. The reactants are: CS(O[CH2:6][C@@H:7]1[O:11][C:10](=[O:12])[N:9]([C:13]2[CH:18]=[CH:17][C:16]([Cl:19])=[CH:15][CH:14]=2)[C@H:8]1[C:20]1[CH:25]=[CH:24][CH:23]=[C:22]([O:26][CH3:27])[CH:21]=1)(=O)=O.[NH:28]1[C:32]([C:33]([O:35][CH2:36][CH3:37])=[O:34])=[N:31][N:30]=[N:29]1.[Na]. (2) Given the product [ClH:49].[CH2:13]([N:6]1[C:7]2[C:12](=[CH:11][CH:10]=[CH:9][CH:8]=2)[C:4]2[CH2:3][C@@H:2]([C:27]([N:29]3[CH2:30][CH2:31][CH2:32][CH2:33][CH2:34]3)=[O:28])[NH:19][CH2:18][C:5]1=2)[CH2:14][CH2:15][CH2:16][CH3:17], predict the reactants needed to synthesize it. The reactants are: C[C@:2]1([C:27]([N:29]2[CH2:34][CH2:33][CH2:32][CH2:31][CH2:30]2)=[O:28])[N:19](C(OC(C)(C)C)=O)[CH2:18][C:5]2[N:6]([CH2:13][CH2:14][CH2:15][CH2:16][CH3:17])[C:7]3[C:12]([C:4]=2[CH2:3]1)=[CH:11][CH:10]=[CH:9][CH:8]=3.CSC.C(S)(S)C.C(O)(C(F)(F)F)=O.[ClH:49]. (3) Given the product [CH:1]([N:4]1[C:8]([C:9]2[S:10][C:11]3[CH2:12][CH2:13][O:14][C:15]4[CH:22]=[CH:21][C:20]([CH:23]5[CH2:24][N:25]([CH2:27][CH2:28][OH:29])[CH2:26]5)=[CH:19][C:16]=4[C:17]=3[N:18]=2)=[N:7][CH:6]=[N:5]1)([CH3:3])[CH3:2], predict the reactants needed to synthesize it. The reactants are: [CH:1]([N:4]1[C:8]([C:9]2[S:10][C:11]3[CH2:12][CH2:13][O:14][C:15]4[CH:22]=[CH:21][C:20]([CH:23]5[CH2:26][N:25]([CH2:27][CH2:28][O:29]C6CCCCO6)[CH2:24]5)=[CH:19][C:16]=4[C:17]=3[N:18]=2)=[N:7][CH:6]=[N:5]1)([CH3:3])[CH3:2].Cl.O1CCOCC1. (4) Given the product [Br:1][C:16]1[CH:17]=[C:12]([C:10]([C:7]2[CH:6]=[CH:5][C:4]([Cl:3])=[CH:9][CH:8]=2)=[O:11])[CH:13]=[N:14][C:15]=1[NH:18][CH3:19], predict the reactants needed to synthesize it. The reactants are: [Br:1]Br.[Cl:3][C:4]1[CH:9]=[CH:8][C:7]([C:10]([C:12]2[CH:13]=[N:14][C:15]([NH:18][CH3:19])=[CH:16][CH:17]=2)=[O:11])=[CH:6][CH:5]=1.C([O-])(O)=O.[Na+]. (5) Given the product [S:1]1[C:5]2[CH:6]=[CH:7][CH:8]=[CH:9][C:4]=2[CH:3]=[C:2]1[C:10]1[CH:11]=[C:12]([CH2:23][CH2:24][CH3:25])[CH:13]=[C:14]2[C:18]=1[NH:17][N:16]=[C:15]2[NH:19][C:20]1[S:21][CH:27]=[CH:28][N:22]=1, predict the reactants needed to synthesize it. The reactants are: [S:1]1[C:5]2[CH:6]=[CH:7][CH:8]=[CH:9][C:4]=2[CH:3]=[C:2]1[C:10]1[CH:11]=[C:12]([CH2:23][CH2:24][CH3:25])[CH:13]=[C:14]2[C:18]=1[NH:17][N:16]=[C:15]2[NH:19][C:20]([NH2:22])=[S:21].Br[CH2:27][CH:28](OCC)OCC.C(=O)([O-])O.[Na+]. (6) Given the product [C:7]([O:6][C:5](=[O:11])[NH:4][CH2:3][CH2:2][NH:1][S:18]([C:16]1[S:17][C:13]([Cl:12])=[C:14]([N+:22]([O-:24])=[O:23])[CH:15]=1)(=[O:20])=[O:19])([CH3:8])([CH3:10])[CH3:9], predict the reactants needed to synthesize it. The reactants are: [NH2:1][CH2:2][CH2:3][NH:4][C:5](=[O:11])[O:6][C:7]([CH3:10])([CH3:9])[CH3:8].[Cl:12][C:13]1[S:17][C:16]([S:18](Cl)(=[O:20])=[O:19])=[CH:15][C:14]=1[N+:22]([O-:24])=[O:23].C(N(CC)CC)C. (7) Given the product [NH:1]([C:8]([C@H:10]1[N:14]2[C:15](=[O:41])[C:16]([N:19]([CH2:30][C:31]3[CH:32]=[CH:33][CH:34]=[CH:35][CH:36]=3)[C:20](=[O:29])[O:21][CH2:22][C:23]3[CH:24]=[CH:25][CH:26]=[CH:27][CH:28]=3)=[CH:17][N:18]=[C:13]2[C@:12]([CH3:42])([CH2:53]/[CH:54]=[CH:55]/[C:56]2[CH:61]=[CH:60][CH:59]=[CH:58][CH:57]=2)[CH2:11]1)=[O:9])[C:2]1[CH:7]=[CH:6][CH:5]=[CH:4][CH:3]=1, predict the reactants needed to synthesize it. The reactants are: [NH:1]([C:8]([C@H:10]1[N:14]2[C:15](=[O:41])[C:16]([N:19]([CH2:30][C:31]3[CH:36]=[CH:35][CH:34]=[C:33](C(F)(F)F)[CH:32]=3)[C:20](=[O:29])[O:21][CH2:22][C:23]3[CH:28]=[CH:27][CH:26]=[CH:25][CH:24]=3)=[CH:17][N:18]=[C:13]2[CH:12]([CH3:42])[CH2:11]1)=[O:9])[C:2]1[CH:7]=[CH:6][CH:5]=[CH:4][CH:3]=1.[Li+].C[Si]([N-][Si](C)(C)C)(C)C.[CH2:53](Br)[CH:54]=[CH:55][C:56]1[CH:61]=[CH:60][CH:59]=[CH:58][CH:57]=1. (8) Given the product [O:1]1[CH:5]=[CH:4][CH:3]=[C:2]1[CH2:6][S:7]([CH2:8][C:9]1[CH:14]=[C:13]([N:15]2[CH2:20][CH2:19][O:18][CH2:17][CH2:16]2)[N:12]=[C:11]([C:21]2[CH:22]=[C:23]3[C:27](=[CH:28][CH:29]=2)[NH:26][CH:25]=[CH:24]3)[N:10]=1)(=[O:44])=[O:41], predict the reactants needed to synthesize it. The reactants are: [O:1]1[CH:5]=[CH:4][CH:3]=[C:2]1[CH2:6][S:7][CH2:8][C:9]1[CH:14]=[C:13]([N:15]2[CH2:20][CH2:19][O:18][CH2:17][CH2:16]2)[N:12]=[C:11]([C:21]2[CH:22]=[C:23]3[C:27](=[CH:28][CH:29]=2)[NH:26][CH:25]=[CH:24]3)[N:10]=1.ClC1C=CC=C(C(OO)=O)C=1.[OH-:41].[Na+].C[OH:44]. (9) Given the product [OH:8][C:9]1[CH:14]=[C:13]([CH:15]([CH3:17])[CH3:16])[CH:12]=[CH:11][C:10]=1[C:18]1([O:29][CH3:30])[C:19](=[O:28])[C:20]2[C:25](=[CH:24][CH:23]=[CH:22][CH:21]=2)[C:26]1=[O:27], predict the reactants needed to synthesize it. The reactants are: [Si]([O:8][C:9]1[CH:14]=[C:13]([CH:15]([CH3:17])[CH3:16])[CH:12]=[CH:11][C:10]=1[C:18]1([O:29][CH3:30])[C:26](=[O:27])[C:25]2[C:20](=[CH:21][CH:22]=[CH:23][CH:24]=2)[C:19]1=[O:28])(C(C)(C)C)(C)C.